From a dataset of Peptide-MHC class I binding affinity with 185,985 pairs from IEDB/IMGT. Regression. Given a peptide amino acid sequence and an MHC pseudo amino acid sequence, predict their binding affinity value. This is MHC class I binding data. (1) The peptide sequence is NIDATSTGNY. The MHC is HLA-A24:02 with pseudo-sequence HLA-A24:02. The binding affinity (normalized) is 0. (2) The peptide sequence is GLRWHVRAF. The MHC is HLA-A03:01 with pseudo-sequence HLA-A03:01. The binding affinity (normalized) is 0.0847. (3) The peptide sequence is NMLDDFSAGA. The MHC is HLA-A68:02 with pseudo-sequence HLA-A68:02. The binding affinity (normalized) is 0.273. (4) The peptide sequence is MFFIRFGKM. The MHC is HLA-B08:01 with pseudo-sequence HLA-B08:01. The binding affinity (normalized) is 0.680. (5) The peptide sequence is MQLPGGWLL. The MHC is HLA-A68:02 with pseudo-sequence HLA-A68:02. The binding affinity (normalized) is 0.295. (6) The peptide sequence is NHINVEDSL. The MHC is Mamu-A07 with pseudo-sequence Mamu-A07. The binding affinity (normalized) is 0.565. (7) The peptide sequence is YIRRNMINK. The MHC is HLA-A31:01 with pseudo-sequence YTAMYQENVAHIDVDTLYIMYQDYTWAVLAYTWY. The binding affinity (normalized) is 0.282.